This data is from Forward reaction prediction with 1.9M reactions from USPTO patents (1976-2016). The task is: Predict the product of the given reaction. Given the reactants Br[CH2:2][C:3]1[CH:4]=[C:5]([CH:10]=[CH:11][CH:12]=1)[C:6]([O:8][CH3:9])=[O:7].[F:13][C:14]1[CH:15]=[C:16](B(O)O)[CH:17]=[CH:18][CH:19]=1.C(N(CC)C(C)C)(C)C.ClCCl, predict the reaction product. The product is: [F:13][C:14]1[CH:19]=[C:18]([CH:17]=[CH:16][CH:15]=1)[CH2:2][C:3]1[CH:4]=[C:5]([CH:10]=[CH:11][CH:12]=1)[C:6]([O:8][CH3:9])=[O:7].